Dataset: Forward reaction prediction with 1.9M reactions from USPTO patents (1976-2016). Task: Predict the product of the given reaction. (1) Given the reactants [NH2:1][C:2]1[CH:7]=[C:6]([O:8][C:9]2[CH:16]=[CH:15][C:12]([C:13]#[N:14])=[CH:11][CH:10]=2)[CH:5]=[CH:4][N:3]=1.O1CCCC1.B.Cl.CO, predict the reaction product. The product is: [NH2:14][CH2:13][C:12]1[CH:15]=[CH:16][C:9]([O:8][C:6]2[CH:5]=[CH:4][N:3]=[C:2]([NH2:1])[CH:7]=2)=[CH:10][CH:11]=1. (2) Given the reactants ClC1N=CC(CN[C:10](=[O:32])[CH2:11][C@@H:12]2[CH2:23][CH:22]=[CH:21][CH2:20][CH2:19][C:18](=[O:24])[O:17][C@H:16]([C:25]3[CH:30]=[CH:29][CH:28]=[CH:27][CH:26]=3)[CH2:15][NH:14][C:13]2=[O:31])=CC=1.[C@H:33]1([NH2:43])[C:42]2[C:37](=[CH:38][CH:39]=[CH:40][CH:41]=2)[CH2:36][CH2:35][CH2:34]1, predict the reaction product. The product is: [O:31]=[C:13]1[C@H:12]([CH2:11][C:10]([NH:43][C@H:33]2[C:42]3[C:37](=[CH:38][CH:39]=[CH:40][CH:41]=3)[CH2:36][CH2:35][CH2:34]2)=[O:32])[CH2:23][CH:22]=[CH:21][CH2:20][CH2:19][C:18](=[O:24])[O:17][C@H:16]([C:25]2[CH:26]=[CH:27][CH:28]=[CH:29][CH:30]=2)[CH2:15][NH:14]1. (3) Given the reactants [NH2:1][C:2]1[CH:7]=[CH:6][C:5]([OH:8])=[CH:4][C:3]=1[N+:9]([O-:11])=[O:10].Cl[C:13]1[N:18]=[C:17]([C:19]2[CH:20]=[N:21][CH:22]=[CH:23][CH:24]=2)[CH:16]=[CH:15][N:14]=1, predict the reaction product. The product is: [N+:9]([C:3]1[CH:4]=[C:5]([O:8][C:13]2[N:18]=[C:17]([C:19]3[CH:20]=[N:21][CH:22]=[CH:23][CH:24]=3)[CH:16]=[CH:15][N:14]=2)[CH:6]=[CH:7][C:2]=1[NH2:1])([O-:11])=[O:10]. (4) Given the reactants [Cl:1][C:2]1[CH:3]=[C:4]([N:8]2[C:12]([C:13]3[CH:18]=[CH:17][CH:16]=[C:15]([O:19][CH2:20][CH2:21][CH2:22]Cl)[CH:14]=3)=[CH:11][C:10]([C:24]([O:26][CH2:27][CH3:28])=[O:25])=[N:9]2)[CH:5]=[CH:6][CH:7]=1.[NH:29]1[CH2:33][CH2:32][CH2:31][CH2:30]1, predict the reaction product. The product is: [Cl:1][C:2]1[CH:3]=[C:4]([N:8]2[C:12]([C:13]3[CH:18]=[CH:17][CH:16]=[C:15]([O:19][CH2:20][CH2:21][CH2:22][N:29]4[CH2:33][CH2:32][CH2:31][CH2:30]4)[CH:14]=3)=[CH:11][C:10]([C:24]([O:26][CH2:27][CH3:28])=[O:25])=[N:9]2)[CH:5]=[CH:6][CH:7]=1. (5) Given the reactants [CH3:1][C@:2]1([C:32]([O:34][CH3:35])=[O:33])[CH2:23][CH2:22][C@@:21]2([CH3:24])[C@H:4]([C@@H:5]3[C@@:18]([CH3:25])([CH2:19][CH2:20]2)[C@@:17]2([CH3:26])[C:8]([C@:9]4([CH3:30])[C@@H:14]([CH2:15][CH2:16]2)[C:13]([CH3:28])([CH3:27])[C:12](=[O:29])[CH2:11][CH2:10]4)=[CH:7][C:6]3=[O:31])[CH2:3]1.[CH:36]([N-:39]C(C)C)(C)C.[Li+].C1(C)C=CC(S(C#N)(=O)=O)=CC=1, predict the reaction product. The product is: [C:36]([C:11]1[CH2:10][C@@:9]2([CH3:30])[C@@H:14]([CH2:15][CH2:16][C@:17]3([CH3:26])[C:8]2=[CH:7][C:6](=[O:31])[C@H:5]2[C@@:18]3([CH3:25])[CH2:19][CH2:20][C@:21]3([CH3:24])[C@H:4]2[CH2:3][C@@:2]([CH3:1])([C:32]([O:34][CH3:35])=[O:33])[CH2:23][CH2:22]3)[C:13]([CH3:27])([CH3:28])[C:12]=1[OH:29])#[N:39]. (6) Given the reactants [F:1][C:2]1[CH:7]=[CH:6][CH:5]=[C:4]([F:8])[C:3]=1[C:9](=O)[CH2:10][C:11](=O)[CH3:12].[CH3:15][NH:16][NH2:17], predict the reaction product. The product is: [F:1][C:2]1[CH:7]=[CH:6][CH:5]=[C:4]([F:8])[C:3]=1[C:9]1[N:16]([CH3:15])[N:17]=[C:11]([CH3:12])[CH:10]=1. (7) Given the reactants [N+:1]([C:4]1[CH:9]=[CH:8][C:7]([N:10]2[CH2:15][CH2:14][N:13]([CH2:16][CH2:17][NH2:18])[CH2:12][CH2:11]2)=[CH:6][CH:5]=1)([O-:3])=[O:2].[Cl:19][C:20]1[CH:25]=[CH:24][C:23]([C:26]2[N:30]([C:31]([CH3:34])([CH3:33])[CH3:32])[N:29]=[C:28]([CH:35]=O)[CH:27]=2)=[CH:22][CH:21]=1, predict the reaction product. The product is: [C:31]([N:30]1[C:26]([C:23]2[CH:22]=[CH:21][C:20]([Cl:19])=[CH:25][CH:24]=2)=[CH:27][C:28]([CH2:35][NH:18][CH2:17][CH2:16][N:13]2[CH2:12][CH2:11][N:10]([C:7]3[CH:6]=[CH:5][C:4]([N+:1]([O-:3])=[O:2])=[CH:9][CH:8]=3)[CH2:15][CH2:14]2)=[N:29]1)([CH3:34])([CH3:33])[CH3:32]. (8) Given the reactants C([O:8][C:9]1[CH:14]=[C:13]([O:15]CC2C=CC=CC=2)[C:12]([C:23]2[N:27]([CH2:28][CH2:29][CH2:30][CH3:31])[N:26]=[N:25][N:24]=2)=[CH:11][C:10]=1[C:32]1[CH:37]=[CH:36][CH:35]=[C:34]([C:38](O)=[O:39])[CH:33]=1)C1C=CC=CC=1.[CH3:41][CH:42]([NH2:46])[CH2:43][O:44][CH3:45], predict the reaction product. The product is: [CH3:45][O:44][CH2:43][CH:42]([NH:46][C:38]([C:34]1[CH:33]=[C:32]([C:10]2[CH:11]=[C:12]([C:23]3[N:27]([CH2:28][CH2:29][CH2:30][CH3:31])[N:26]=[N:25][N:24]=3)[C:13]([OH:15])=[CH:14][C:9]=2[OH:8])[CH:37]=[CH:36][CH:35]=1)=[O:39])[CH3:41]. (9) Given the reactants Cl.[Br:2][C:3]1[CH:9]=[C:8]([Br:10])[CH:7]=[C:6]([Br:11])[C:4]=1N.N([O-])=O.[Na+].[I-:16].[K+], predict the reaction product. The product is: [Br:2][C:3]1[CH:9]=[C:8]([Br:10])[CH:7]=[C:6]([Br:11])[C:4]=1[I:16]. (10) The product is: [CH3:20][C:21]1[O:1][N:2]=[C:3]([C:5]2[CH:19]=[CH:18][C:8]([C:9]([NH:11][CH2:12][CH2:13][C:14]([F:16])([F:15])[F:17])=[O:10])=[CH:7][CH:6]=2)[N:4]=1. Given the reactants [OH:1][N:2]=[C:3]([C:5]1[CH:19]=[CH:18][C:8]([C:9]([NH:11][CH2:12][CH2:13][C:14]([F:17])([F:16])[F:15])=[O:10])=[CH:7][CH:6]=1)[NH2:4].[C:20](O)(=O)[CH3:21].C(P1(=O)OP(CCC)(=O)OP(CCC)(=O)O1)CC.CCN(C(C)C)C(C)C, predict the reaction product.